The task is: Regression. Given two drug SMILES strings and cell line genomic features, predict the synergy score measuring deviation from expected non-interaction effect.. This data is from NCI-60 drug combinations with 297,098 pairs across 59 cell lines. (1) Drug 1: C1=CC(=CC=C1CCC2=CNC3=C2C(=O)NC(=N3)N)C(=O)NC(CCC(=O)O)C(=O)O. Drug 2: C(CCl)NC(=O)N(CCCl)N=O. Cell line: M14. Synergy scores: CSS=21.4, Synergy_ZIP=0.785, Synergy_Bliss=0.576, Synergy_Loewe=-16.4, Synergy_HSA=0.540. (2) Drug 1: C1=NC2=C(N=C(N=C2N1C3C(C(C(O3)CO)O)F)Cl)N. Drug 2: CC1C(C(CC(O1)OC2CC(CC3=C2C(=C4C(=C3O)C(=O)C5=CC=CC=C5C4=O)O)(C(=O)C)O)N)O. Cell line: KM12. Synergy scores: CSS=33.2, Synergy_ZIP=-3.85, Synergy_Bliss=-2.83, Synergy_Loewe=-11.6, Synergy_HSA=-0.781. (3) Drug 1: CC1C(C(CC(O1)OC2CC(CC3=C2C(=C4C(=C3O)C(=O)C5=C(C4=O)C(=CC=C5)OC)O)(C(=O)CO)O)N)O.Cl. Drug 2: C1CCC(C(C1)N)N.C(=O)(C(=O)[O-])[O-].[Pt+4]. Cell line: T-47D. Synergy scores: CSS=17.1, Synergy_ZIP=-9.14, Synergy_Bliss=-4.29, Synergy_Loewe=-0.177, Synergy_HSA=-1.40.